From a dataset of NCI-60 drug combinations with 297,098 pairs across 59 cell lines. Regression. Given two drug SMILES strings and cell line genomic features, predict the synergy score measuring deviation from expected non-interaction effect. (1) Drug 1: CC1=C2C(C(=O)C3(C(CC4C(C3C(C(C2(C)C)(CC1OC(=O)C(C(C5=CC=CC=C5)NC(=O)OC(C)(C)C)O)O)OC(=O)C6=CC=CC=C6)(CO4)OC(=O)C)OC)C)OC. Drug 2: CC1C(C(=O)NC(C(=O)N2CCCC2C(=O)N(CC(=O)N(C(C(=O)O1)C(C)C)C)C)C(C)C)NC(=O)C3=C4C(=C(C=C3)C)OC5=C(C(=O)C(=C(C5=N4)C(=O)NC6C(OC(=O)C(N(C(=O)CN(C(=O)C7CCCN7C(=O)C(NC6=O)C(C)C)C)C)C(C)C)C)N)C. Cell line: SF-268. Synergy scores: CSS=37.5, Synergy_ZIP=0.709, Synergy_Bliss=-1.20, Synergy_Loewe=-11.3, Synergy_HSA=-0.989. (2) Drug 1: CC1=C(C=C(C=C1)NC2=NC=CC(=N2)N(C)C3=CC4=NN(C(=C4C=C3)C)C)S(=O)(=O)N.Cl. Drug 2: CC1=CC2C(CCC3(C2CCC3(C(=O)C)OC(=O)C)C)C4(C1=CC(=O)CC4)C. Cell line: UACC-257. Synergy scores: CSS=11.9, Synergy_ZIP=5.53, Synergy_Bliss=9.75, Synergy_Loewe=6.15, Synergy_HSA=7.00. (3) Drug 1: CCC1(CC2CC(C3=C(CCN(C2)C1)C4=CC=CC=C4N3)(C5=C(C=C6C(=C5)C78CCN9C7C(C=CC9)(C(C(C8N6C=O)(C(=O)OC)O)OC(=O)C)CC)OC)C(=O)OC)O.OS(=O)(=O)O. Drug 2: C1=NNC2=C1C(=O)NC=N2. Cell line: HOP-62. Synergy scores: CSS=1.65, Synergy_ZIP=-3.47, Synergy_Bliss=-6.04, Synergy_Loewe=-9.21, Synergy_HSA=-7.52. (4) Drug 1: CC1CCC2CC(C(=CC=CC=CC(CC(C(=O)C(C(C(=CC(C(=O)CC(OC(=O)C3CCCCN3C(=O)C(=O)C1(O2)O)C(C)CC4CCC(C(C4)OC)OCCO)C)C)O)OC)C)C)C)OC. Drug 2: CC(C)NC(=O)C1=CC=C(C=C1)CNNC.Cl. Cell line: EKVX. Synergy scores: CSS=11.6, Synergy_ZIP=-0.982, Synergy_Bliss=1.55, Synergy_Loewe=5.51, Synergy_HSA=0.305. (5) Drug 1: C1C(C(OC1N2C=NC3=C(N=C(N=C32)Cl)N)CO)O. Synergy scores: CSS=53.0, Synergy_ZIP=-0.521, Synergy_Bliss=-3.36, Synergy_Loewe=-52.5, Synergy_HSA=-4.42. Drug 2: C(=O)(N)NO. Cell line: M14. (6) Drug 1: CN(C)N=NC1=C(NC=N1)C(=O)N. Drug 2: C1C(C(OC1N2C=NC3=C2NC=NCC3O)CO)O. Cell line: HOP-62. Synergy scores: CSS=0.806, Synergy_ZIP=0.581, Synergy_Bliss=-0.339, Synergy_Loewe=-2.76, Synergy_HSA=-3.74. (7) Synergy scores: CSS=-0.557, Synergy_ZIP=-0.933, Synergy_Bliss=2.51, Synergy_Loewe=-3.41, Synergy_HSA=-0.0419. Drug 1: CN1C(=O)N2C=NC(=C2N=N1)C(=O)N. Cell line: BT-549. Drug 2: CS(=O)(=O)OCCCCOS(=O)(=O)C. (8) Drug 1: CC1CCC2CC(C(=CC=CC=CC(CC(C(=O)C(C(C(=CC(C(=O)CC(OC(=O)C3CCCCN3C(=O)C(=O)C1(O2)O)C(C)CC4CCC(C(C4)OC)O)C)C)O)OC)C)C)C)OC. Drug 2: C1CCC(C(C1)N)N.C(=O)(C(=O)[O-])[O-].[Pt+4]. Cell line: EKVX. Synergy scores: CSS=5.92, Synergy_ZIP=-2.33, Synergy_Bliss=-0.0373, Synergy_Loewe=1.63, Synergy_HSA=1.68. (9) Drug 1: COC1=CC(=CC(=C1O)OC)C2C3C(COC3=O)C(C4=CC5=C(C=C24)OCO5)OC6C(C(C7C(O6)COC(O7)C8=CC=CS8)O)O. Drug 2: C1CN(P(=O)(OC1)NCCCl)CCCl. Cell line: SK-MEL-5. Synergy scores: CSS=26.6, Synergy_ZIP=-0.485, Synergy_Bliss=2.82, Synergy_Loewe=-26.2, Synergy_HSA=2.92. (10) Drug 1: C1=NC2=C(N=C(N=C2N1C3C(C(C(O3)CO)O)O)F)N. Drug 2: CN1C(=O)N2C=NC(=C2N=N1)C(=O)N. Cell line: M14. Synergy scores: CSS=-3.66, Synergy_ZIP=-2.77, Synergy_Bliss=-4.39, Synergy_Loewe=-14.7, Synergy_HSA=-5.85.